This data is from Forward reaction prediction with 1.9M reactions from USPTO patents (1976-2016). The task is: Predict the product of the given reaction. Given the reactants Br[C:2]1[CH:9]=[C:8]([N:10]2[C:14]3=[N:15][CH:16]=[CH:17][C:18]([C:19]4[CH:20]=[N:21][C:22]5[C:27]([CH:28]=4)=[CH:26][CH:25]=[CH:24][CH:23]=5)=[C:13]3[C:12]([CH2:29][CH3:30])=[CH:11]2)[CH:7]=[CH:6][C:3]=1[C:4]#[N:5].[C@H:31]1([NH2:38])[CH2:36][CH2:35][C@H:34]([NH2:37])[CH2:33][CH2:32]1, predict the reaction product. The product is: [NH2:37][C@H:34]1[CH2:35][CH2:36][C@H:31]([NH:38][C:2]2[CH:9]=[C:8]([N:10]3[C:14]4=[N:15][CH:16]=[CH:17][C:18]([C:19]5[CH:20]=[N:21][C:22]6[C:27]([CH:28]=5)=[CH:26][CH:25]=[CH:24][CH:23]=6)=[C:13]4[C:12]([CH2:29][CH3:30])=[CH:11]3)[CH:7]=[CH:6][C:3]=2[C:4]#[N:5])[CH2:32][CH2:33]1.